From a dataset of Reaction yield outcomes from USPTO patents with 853,638 reactions. Predict the reaction yield, written as a fraction of the theoretical maximum amount of product (1.0 means a 100% yield; for example, 0.34 means a 34% yield). (1) The product is [Cl:8][C:9]1[CH:10]=[C:11]([CH:12]=[CH:13][CH:14]=1)[O:15][CH2:2][C:3]([O:5][CH2:6][CH3:7])=[O:4]. The catalyst is C(OCC)(=O)C.CC(C)=O. The reactants are Br[CH2:2][C:3]([O:5][CH2:6][CH3:7])=[O:4].[Cl:8][C:9]1[CH:10]=[C:11]([OH:15])[CH:12]=[CH:13][CH:14]=1.C(=O)([O-])[O-].[K+].[K+].Cl. The yield is 0.870. (2) The reactants are C([BH3-])#N.[Na+].[CH2:5]([O:8][C:9]([C:11]1[N:12]([NH2:16])[CH:13]=[CH:14][CH:15]=1)=[O:10])[CH:6]=[CH2:7].[Cl:17][C:18]1[CH:19]=[C:20]([CH:23]=[CH:24][C:25]=1[F:26])[CH:21]=O.C(O)(=O)C. The catalyst is CO. The product is [CH2:5]([O:8][C:9]([C:11]1[N:12]([NH:16][CH2:21][C:20]2[CH:23]=[CH:24][C:25]([F:26])=[C:18]([Cl:17])[CH:19]=2)[CH:13]=[CH:14][CH:15]=1)=[O:10])[CH:6]=[CH2:7]. The yield is 0.650. (3) The reactants are [NH:1]1[CH2:6][CH2:5][NH:4][CH2:3][CH2:2]1.Br[C:8]1[CH:13]=[CH:12][C:11]([CH3:14])=[CH:10][N:9]=1.C(=O)([O-])[O-].[K+].[K+]. The catalyst is O1CCOCC1. The product is [CH3:14][C:11]1[CH:12]=[CH:13][C:8]([N:1]2[CH2:6][CH2:5][NH:4][CH2:3][CH2:2]2)=[N:9][CH:10]=1. The yield is 0.790.